This data is from Reaction yield outcomes from USPTO patents with 853,638 reactions. The task is: Predict the reaction yield, written as a fraction of the theoretical maximum amount of product (1.0 means a 100% yield; for example, 0.34 means a 34% yield). The reactants are [CH3:1][O:2][C:3]1[CH:4]=[C:5]2[C:10](=[CH:11][C:12]=1[O:13][CH2:14]C1CO1)[N:9]=[CH:8][CH:7]=[C:6]2[O:18][C:19]1[C:20]([C:29](=[O:31])[CH3:30])=[N:21][C:22]2[C:27]([CH:28]=1)=[CH:26][CH:25]=[CH:24][CH:23]=2.F[C:33](F)(F)[C:34]([OH:36])=O.[OH-:39].[Na+].O. The catalyst is C(Cl)Cl. The product is [OH:39][CH:33]([CH2:34][OH:36])[CH2:14][O:13][C:12]1[CH:11]=[C:10]2[C:5]([C:6]([O:18][C:19]3[C:20]([C:29](=[O:31])[CH3:30])=[N:21][C:22]4[C:27]([CH:28]=3)=[CH:26][CH:25]=[CH:24][CH:23]=4)=[CH:7][CH:8]=[N:9]2)=[CH:4][C:3]=1[O:2][CH3:1]. The yield is 0.900.